From a dataset of Forward reaction prediction with 1.9M reactions from USPTO patents (1976-2016). Predict the product of the given reaction. (1) The product is: [CH3:1][O:2][C:3]1[CH:8]=[CH:7][C:6]([C:9]2[CH:14]=[CH:13][C:12]([S:15]([NH:18][CH:19]([CH:23]([O:24][CH2:25][C:26]3[CH:31]=[CH:30][CH:29]=[CH:28][CH:27]=3)[CH:22]([OH:41])[CH2:32][S:33][C:34]3[S:35][CH:36]=[CH:37][N:38]=3)[C:20]([OH:21])=[O:39])(=[O:16])=[O:17])=[CH:11][CH:10]=2)=[CH:5][CH:4]=1. Given the reactants [CH3:1][O:2][C:3]1[CH:8]=[CH:7][C:6]([C:9]2[CH:14]=[CH:13][C:12]([S:15]([NH:18][CH:19]3[CH:23]([O:24][CH2:25][C:26]4[CH:31]=[CH:30][CH:29]=[CH:28][CH:27]=4)[CH:22]([CH2:32][S:33][C:34]4[S:35][CH:36]=[CH:37][N:38]=4)[O:21][C:20]3=[O:39])(=[O:17])=[O:16])=[CH:11][CH:10]=2)=[CH:5][CH:4]=1.C[O:41]C1C=CC(C2C=CC(S(NC(C(OCC3C=CC=CC=3)C3OC3)C(OC)=O)(=O)=O)=CC=2)=CC=1.C1C=CC=CC=1.C(N(CC)CC)C.SC1SC=CN=1, predict the reaction product. (2) The product is: [C:1]([O:5][C:6]([N:8]1[CH2:12][CH2:11][CH2:10][CH:9]1[CH2:13][NH:14][C:20](=[O:21])[C:19]1[CH:23]=[CH:24][C:16]([Br:15])=[CH:17][CH:18]=1)=[O:7])([CH3:4])([CH3:3])[CH3:2]. Given the reactants [C:1]([O:5][C:6]([N:8]1[CH2:12][CH2:11][CH2:10][CH:9]1[CH2:13][NH2:14])=[O:7])([CH3:4])([CH3:3])[CH3:2].[Br:15][C:16]1[CH:24]=[CH:23][C:19]([C:20](O)=[O:21])=[CH:18][CH:17]=1.CN1CCOCC1.CN(C(ON1N=NC2C=CC=NC1=2)=[N+](C)C)C.F[P-](F)(F)(F)(F)F, predict the reaction product. (3) The product is: [CH3:72][C:73]1[CH:74]=[CH:75][C:76]([S:79]([O:82][CH2:3][CH:2]2[CH2:1][C:4]3[CH:9]=[CH:8][CH:7]=[C:6]([CH:10]([CH3:11])[CH3:12])[C:5]=3[O:13]2)(=[O:81])=[O:80])=[CH:77][CH:78]=1. Given the reactants [CH2:1]([C:4]1[CH:9]=[CH:8][CH:7]=[C:6]([CH:10]([CH3:12])[CH3:11])[C:5]=1[OH:13])[CH:2]=[CH2:3].ClC1C=C(C=CC=1)C(OO)=O.C(=O)([O-])[O-].[K+].[K+].ClC1C2OC(CO)CC=2C(C(F)(F)F)=CC=1.C(C1C2OC(CO)CC=2C=CC=1)(C)C.C1(C)C=CC(S(Cl)(=O)=O)=CC=1.[CH3:72][C:73]1[CH:78]=[CH:77][C:76]([S:79]([O:82]CC2CC3C(C(F)(F)F)=CC=C(Cl)C=3O2)(=[O:81])=[O:80])=[CH:75][CH:74]=1, predict the reaction product. (4) Given the reactants C([O:3][C:4](=[O:30])[CH2:5][N:6]1[C:10]2=[N:11][C:12]([CH2:15][CH3:16])=[CH:13][CH:14]=[C:9]2[C:8]([CH2:17][C:18]2[S:19][C:20]3[C:26]([F:27])=[CH:25][C:24]([F:28])=[C:23]([F:29])[C:21]=3[N:22]=2)=[CH:7]1)C.[OH-].[Na+].Cl, predict the reaction product. The product is: [CH2:15]([C:12]1[N:11]=[C:10]2[N:6]([CH2:5][C:4]([OH:30])=[O:3])[CH:7]=[C:8]([CH2:17][C:18]3[S:19][C:20]4[C:26]([F:27])=[CH:25][C:24]([F:28])=[C:23]([F:29])[C:21]=4[N:22]=3)[C:9]2=[CH:14][CH:13]=1)[CH3:16].